This data is from Forward reaction prediction with 1.9M reactions from USPTO patents (1976-2016). The task is: Predict the product of the given reaction. Given the reactants [F:1][C:2]1[CH:7]=[CH:6][CH:5]=[C:4]([NH:8][C:9]2[CH:14]=[CH:13][CH:12]=[CH:11][CH:10]=2)[C:3]=1[NH2:15].C(OC([NH:23][C@@H:24]([CH3:28])[C:25](O)=O)=O)(C)(C)C.C1C=NC2N(O)N=NC=2C=1.Cl.CN(C)CCCN=C=NCC.CN1CCOCC1, predict the reaction product. The product is: [F:1][C:2]1[C:3]2[N:15]=[C:25]([C@@H:24]([NH2:23])[CH3:28])[N:8]([C:9]3[CH:14]=[CH:13][CH:12]=[CH:11][CH:10]=3)[C:4]=2[CH:5]=[CH:6][CH:7]=1.